This data is from Forward reaction prediction with 1.9M reactions from USPTO patents (1976-2016). The task is: Predict the product of the given reaction. (1) Given the reactants [OH:1][C:2]1[CH:15]=[CH:14][C:5]([CH2:6][CH:7]2[S:11][C:10](=[O:12])[NH:9][C:8]2=[O:13])=[CH:4][CH:3]=1.F[C:17]1[CH:24]=[CH:23][C:20]([CH:21]=[O:22])=[CH:19][CH:18]=1.C([O-])([O-])=O.[Cs+].[Cs+].C(O)(=O)CC(CC(O)=O)(C(O)=O)O, predict the reaction product. The product is: [O:12]=[C:10]1[NH:9][C:8](=[O:13])[CH:7]([CH2:6][C:5]2[CH:14]=[CH:15][C:2]([O:1][C:17]3[CH:24]=[CH:23][C:20]([CH:21]=[O:22])=[CH:19][CH:18]=3)=[CH:3][CH:4]=2)[S:11]1. (2) Given the reactants [C:1]([C:3]1[CH:4]=[C:5]([NH:9][C:10](=[O:33])[NH:11][C:12]2[CH:17]=[CH:16][C:15]([S:18]([NH:21][CH2:22][C:23]3[CH:28]=[CH:27][C:26]([S:29](=[O:32])(=[O:31])[NH2:30])=[CH:25][CH:24]=3)(=[O:20])=[O:19])=[CH:14][CH:13]=2)[CH:6]=[CH:7][CH:8]=1)#[N:2].[NH:34]1[CH2:39][CH2:38][C:37](=[O:40])[CH2:36][CH2:35]1.CCN(C(C)C)C(C)C, predict the reaction product. The product is: [NH:2]=[C:1]([N:34]1[CH2:39][CH2:38][C:37](=[O:40])[CH2:36][CH2:35]1)[C:3]1[CH:4]=[C:5]([NH:9][C:10](=[O:33])[NH:11][C:12]2[CH:17]=[CH:16][C:15]([S:18]([NH:21][CH2:22][C:23]3[CH:28]=[CH:27][C:26]([S:29](=[O:32])(=[O:31])[NH2:30])=[CH:25][CH:24]=3)(=[O:20])=[O:19])=[CH:14][CH:13]=2)[CH:6]=[CH:7][CH:8]=1. (3) Given the reactants [C:1]([N:6]([C:9]1[CH:10]=[N:11][O:12][C:13]=1[CH3:14])[CH2:7][CH3:8])(=[O:5])[CH2:2][CH2:3][CH3:4], predict the reaction product. The product is: [C:13](/[C:9](/[N:6]([CH2:7][CH3:8])[C:1](=[O:5])[CH2:2][CH2:3][CH3:4])=[CH:10]\[NH2:11])(=[O:12])[CH3:14]. (4) Given the reactants C(OC([N:8]1[CH2:13][CH2:12][CH:11]([N:14]2[CH2:18][CH2:17][N:16]([CH2:19][CH2:20][CH:21]3[CH2:25][CH2:24][CH2:23][N:22]3[CH3:26])[C:15]2=[C:27]([C:30]#[N:31])[C:28]#[N:29])[CH2:10][CH2:9]1)=O)(C)(C)C.Cl.C(OCC)(=O)C.[OH-].[Na+].[CH:41](I)([CH3:43])[CH3:42].C(=O)([O-])[O-].[K+].[K+].Cl, predict the reaction product. The product is: [CH:41]([N:8]1[CH2:9][CH2:10][CH:11]([N:14]2[CH2:18][CH2:17][N:16]([CH2:19][CH2:20][CH:21]3[CH2:25][CH2:24][CH2:23][N:22]3[CH3:26])[C:15]2=[C:27]([C:28]#[N:29])[C:30]#[N:31])[CH2:12][CH2:13]1)([CH3:43])[CH3:42].